The task is: Predict the product of the given reaction.. This data is from Forward reaction prediction with 1.9M reactions from USPTO patents (1976-2016). (1) Given the reactants [OH:1][C:2]1[N:9]=[C:8]([CH3:10])[CH:7]=[C:6]([O:11][CH3:12])[C:3]=1[C:4]#[N:5].O.NN, predict the reaction product. The product is: [NH2:5][CH2:4][C:3]1[C:2]([OH:1])=[N:9][C:8]([CH3:10])=[CH:7][C:6]=1[O:11][CH3:12]. (2) Given the reactants [N:1]1[C:9]2[CH2:8][CH2:7][NH:6][CH2:5][C:4]=2[NH:3][CH:2]=1.C([O-])([O-])=O.[Na+].[Na+].[CH3:16][C:17]([O:20][C:21](O[C:21]([O:20][C:17]([CH3:19])([CH3:18])[CH3:16])=[O:22])=[O:22])([CH3:19])[CH3:18], predict the reaction product. The product is: [N:1]1[C:9]2[CH2:8][CH2:7][N:6]([C:21]([O:20][C:17]([CH3:19])([CH3:18])[CH3:16])=[O:22])[CH2:5][C:4]=2[NH:3][CH:2]=1. (3) The product is: [F:1][C:2]([F:7])([F:6])[C:3]([OH:5])=[O:4].[F:8][C:9]([F:14])([F:13])[C:10]([OH:12])=[O:11].[N:22]1([CH2:26][C:27]2[CH:28]=[C:29]([CH:49]=[CH:50][CH:51]=2)[CH2:30][N:31]2[C:35]3[CH:36]=[CH:37][C:38]4[N:39]([C:40]([CH3:43])=[N:41][N:42]=4)[C:34]=3[CH:33]=[C:32]2[C:44]2[CH:48]=[CH:47][N:46]([CH2:54][CH2:53][C:52]#[N:55])[N:45]=2)[CH2:23][CH2:24][CH2:25]1. Given the reactants [F:1][C:2]([F:7])([F:6])[C:3]([OH:5])=[O:4].[F:8][C:9]([F:14])([F:13])[C:10]([OH:12])=[O:11].FC(F)(F)C(O)=O.[N:22]1([CH2:26][C:27]2[CH:28]=[C:29]([CH:49]=[CH:50][CH:51]=2)[CH2:30][N:31]2[C:35]3[CH:36]=[CH:37][C:38]4[N:39]([C:40]([CH3:43])=[N:41][N:42]=4)[C:34]=3[CH:33]=[C:32]2[C:44]2[CH:48]=[CH:47][NH:46][N:45]=2)[CH2:25][CH2:24][CH2:23]1.[C:52](#[N:55])[CH:53]=[CH2:54].N12CCCN=C1CCCCC2, predict the reaction product. (4) Given the reactants Br[C:2]1[CH:10]=[C:9]2[C:5]([CH:6]=[CH:7][NH:8]2)=[CH:4][CH:3]=1.[F:11][C:12]([F:24])([F:23])[O:13][C:14]1[CH:19]=[CH:18][C:17](B(O)O)=[CH:16][CH:15]=1.C(=O)([O-])[O-].[Na+].[Na+].C1(C)C=CC=CC=1, predict the reaction product. The product is: [F:11][C:12]([F:23])([F:24])[O:13][C:14]1[CH:19]=[CH:18][C:17]([C:2]2[CH:10]=[C:9]3[C:5]([CH:6]=[CH:7][NH:8]3)=[CH:4][CH:3]=2)=[CH:16][CH:15]=1. (5) Given the reactants [CH2:1]([N:3]1[CH2:8][CH2:7][C:6](=O)[CH2:5][CH2:4]1)[CH3:2].[C:10]([NH:17][CH:18]1[CH2:23][CH2:22][NH:21][CH2:20][CH2:19]1)([O:12][C:13]([CH3:16])([CH3:15])[CH3:14])=[O:11].C(O[BH-](OC(=O)C)OC(=O)C)(=O)C.[Na+].O, predict the reaction product. The product is: [CH2:1]([N:3]1[CH2:8][CH2:7][CH:6]([N:21]2[CH2:20][CH2:19][CH:18]([NH:17][C:10](=[O:11])[O:12][C:13]([CH3:15])([CH3:14])[CH3:16])[CH2:23][CH2:22]2)[CH2:5][CH2:4]1)[CH3:2]. (6) Given the reactants Cl[C:2]1[N:11]=[CH:10][C:9]2[N:8]([CH2:12][CH2:13][CH:14]([NH:19][C:20](=[O:26])[O:21][C:22]([CH3:25])([CH3:24])[CH3:23])[C:15]([CH3:18])([CH3:17])[CH3:16])[CH2:7][C@@H:6]3[CH2:27][O:28][CH2:29][CH2:30][N:5]3[C:4]=2[N:3]=1.[NH:31]1[C:39]2[C:34](=[C:35](B(O)O)[CH:36]=[CH:37][CH:38]=2)[CH:33]=[CH:32]1, predict the reaction product. The product is: [NH:31]1[C:39]2[C:34](=[C:35]([C:2]3[N:11]=[CH:10][C:9]4[N:8]([CH2:12][CH2:13][CH:14]([NH:19][C:20](=[O:26])[O:21][C:22]([CH3:25])([CH3:24])[CH3:23])[C:15]([CH3:18])([CH3:17])[CH3:16])[CH2:7][C@@H:6]5[CH2:27][O:28][CH2:29][CH2:30][N:5]5[C:4]=4[N:3]=3)[CH:36]=[CH:37][CH:38]=2)[CH:33]=[CH:32]1. (7) Given the reactants [C:1]([N:5]1[C:9]([C:10]2[CH:15]=[CH:14][C:13]([O:16][CH3:17])=[CH:12][CH:11]=2)=[C:8]([C:18]2[S:19][CH:20]=[C:21](/[CH:23]=[CH:24]/[C:25]([NH:27][CH2:28][CH:29]3[CH2:34][CH2:33][O:32][CH2:31][CH2:30]3)=[O:26])[N:22]=2)[CH:7]=[N:6]1)([CH3:4])([CH3:3])[CH3:2].[H][H], predict the reaction product. The product is: [C:1]([N:5]1[C:9]([C:10]2[CH:15]=[CH:14][C:13]([O:16][CH3:17])=[CH:12][CH:11]=2)=[C:8]([C:18]2[S:19][CH:20]=[C:21]([CH2:23][CH2:24][C:25]([NH:27][CH2:28][CH:29]3[CH2:34][CH2:33][O:32][CH2:31][CH2:30]3)=[O:26])[N:22]=2)[CH:7]=[N:6]1)([CH3:4])([CH3:2])[CH3:3].